This data is from Catalyst prediction with 721,799 reactions and 888 catalyst types from USPTO. The task is: Predict which catalyst facilitates the given reaction. (1) Reactant: [C:1]([C:3]1[CH:4]=[C:5]([S:9]([N:12]([CH2:21][C:22]2[CH:27]=[C:26]([Cl:28])[CH:25]=[C:24]([Cl:29])[CH:23]=2)[CH2:13][C:14]2[CH:19]=[CH:18][C:17]([F:20])=[CH:16][CH:15]=2)(=[O:11])=[O:10])[CH:6]=[CH:7][CH:8]=1)#[N:2].B. Product: [NH2:2][CH2:1][C:3]1[CH:4]=[C:5]([S:9]([N:12]([CH2:21][C:22]2[CH:27]=[C:26]([Cl:28])[CH:25]=[C:24]([Cl:29])[CH:23]=2)[CH2:13][C:14]2[CH:15]=[CH:16][C:17]([F:20])=[CH:18][CH:19]=2)(=[O:11])=[O:10])[CH:6]=[CH:7][CH:8]=1. The catalyst class is: 1. (2) Reactant: [Si]([O:8][CH2:9][C:10]1([CH3:35])[S:16][CH2:15][CH2:14][N:13]2[C:17]([C:20]3([C:23]4[CH:28]=[CH:27][C:26]([C:29]5[N:34]=[CH:33][CH:32]=[CH:31][N:30]=5)=[CH:25][CH:24]=4)[CH2:22][CH2:21]3)=[N:18][N:19]=[C:12]2[CH2:11]1)(C(C)(C)C)(C)C.Cl. Product: [CH3:35][C:10]1([CH2:9][OH:8])[S:16][CH2:15][CH2:14][N:13]2[C:17]([C:20]3([C:23]4[CH:24]=[CH:25][C:26]([C:29]5[N:34]=[CH:33][CH:32]=[CH:31][N:30]=5)=[CH:27][CH:28]=4)[CH2:22][CH2:21]3)=[N:18][N:19]=[C:12]2[CH2:11]1. The catalyst class is: 5. (3) Reactant: [C:1]([O:5][C:6]([C:8]1[N:9]([C:22]([O:24][CH2:25][C:26]2[CH:31]=[CH:30][CH:29]=[CH:28][CH:27]=2)=[O:23])[C:10]2[C:15]([C:16]=1[NH2:17])=[CH:14][C:13]([C:18]([F:21])([F:20])[F:19])=[CH:12][CH:11]=2)=[O:7])([CH3:4])([CH3:3])[CH3:2].Cl[C:33](Cl)([O:35]C(=O)OC(Cl)(Cl)Cl)Cl.C(N(CC)CC)C. Product: [C:1]([O:5][C:6]([C:8]1[N:9]([C:22]([O:24][CH2:25][C:26]2[CH:31]=[CH:30][CH:29]=[CH:28][CH:27]=2)=[O:23])[C:10]2[C:15]([C:16]=1[N:17]=[C:33]=[O:35])=[CH:14][C:13]([C:18]([F:21])([F:20])[F:19])=[CH:12][CH:11]=2)=[O:7])([CH3:4])([CH3:2])[CH3:3]. The catalyst class is: 11. (4) Reactant: [NH2:1][C:2]1[CH:10]=[CH:9][C:8]([Br:11])=[CH:7][C:3]=1[C:4]([OH:6])=[O:5].[O:12]1[CH2:17][CH2:16][C:15](=O)[CH2:14][CH2:13]1.[O-]S([O-])(=O)=O.[Na+].[Na+]. Product: [Br:11][C:8]1[CH:9]=[CH:10][C:2]([NH:1][CH:15]2[CH2:16][CH2:17][O:12][CH2:13][CH2:14]2)=[C:3]([CH:7]=1)[C:4]([OH:6])=[O:5]. The catalyst class is: 15. (5) Reactant: [CH2:1]([NH:3][C:4]([C:6]1[C:11]2[CH2:12][N:13]([CH2:16][C:17]3[CH:29]=[CH:28][C:20]([C:21]([O:23]C(C)(C)C)=[O:22])=[C:19]([CH3:30])[CH:18]=3)[C:14](=[O:15])[C:10]=2[CH:9]=[CH:8][N:7]=1)=[O:5])[CH3:2].[ClH:31]. Product: [ClH:31].[CH2:1]([NH:3][C:4]([C:6]1[C:11]2[CH2:12][N:13]([CH2:16][C:17]3[CH:29]=[CH:28][C:20]([C:21]([OH:23])=[O:22])=[C:19]([CH3:30])[CH:18]=3)[C:14](=[O:15])[C:10]=2[CH:9]=[CH:8][N:7]=1)=[O:5])[CH3:2]. The catalyst class is: 12. (6) Reactant: [Na].C([O:5][C@@H:6]1[C@@H:11]([CH2:12][O:13]C(=O)C)[O:10][CH2:9][CH:8]=[CH:7]1)(=O)C. Product: [CH2:9]1[O:10][C@H:11]([CH2:12][OH:13])[C@@H:6]([OH:5])[CH:7]=[CH:8]1. The catalyst class is: 5. (7) Reactant: [Br:1][C:2]1[CH:3]=[C:4]2[C:9](=[CH:10][CH:11]=1)[N:8]=[CH:7][C:6]([OH:12])=[C:5]2[C:13]([C:15]1[CH:20]=[CH:19][C:18]([C:21]([CH3:25])([CH3:24])[C:22]#[N:23])=[CH:17][CH:16]=1)=O.Cl.[NH2:27][OH:28]. Product: [Br:1][C:2]1[CH:3]=[C:4]2[C:9](=[CH:10][CH:11]=1)[N:8]=[CH:7][C:6]([OH:12])=[C:5]2[C:13](=[N:27][OH:28])[C:15]1[CH:20]=[CH:19][C:18]([C:21]([CH3:25])([CH3:24])[C:22]#[N:23])=[CH:17][CH:16]=1. The catalyst class is: 14. (8) Reactant: [Cl:1][C:2]1[CH:9]=[C:8]([OH:10])[CH:7]=[CH:6][C:3]=1[CH:4]=[O:5].Br[CH2:12][CH:13]1[CH2:15][CH2:14]1.C(=O)([O-])[O-].[K+].[K+]. Product: [Cl:1][C:2]1[CH:9]=[C:8]([O:10][CH2:12][CH:13]2[CH2:15][CH2:14]2)[CH:7]=[CH:6][C:3]=1[CH:4]=[O:5]. The catalyst class is: 18. (9) Reactant: C([O:3][C:4](=[O:34])[CH2:5][N:6]1[C:14]2[C:9](=[CH:10][C:11]([O:15][CH2:16][C:17]3[C:18]([CH3:33])=[N:19][C:20]([C:23]4[CH:28]=[CH:27][C:26]([C:29]([F:32])([F:31])[F:30])=[CH:25][CH:24]=4)=[N:21][CH:22]=3)=[CH:12][CH:13]=2)[CH:8]=[CH:7]1)C.[OH-].[Li+]. Product: [CH3:33][C:18]1[C:17]([CH2:16][O:15][C:11]2[CH:10]=[C:9]3[C:14](=[CH:13][CH:12]=2)[N:6]([CH2:5][C:4]([OH:34])=[O:3])[CH:7]=[CH:8]3)=[CH:22][N:21]=[C:20]([C:23]2[CH:28]=[CH:27][C:26]([C:29]([F:32])([F:30])[F:31])=[CH:25][CH:24]=2)[N:19]=1. The catalyst class is: 116. (10) Reactant: CN([C:4]([O:8][N:9]1N=NC2C=CC=N[C:10]1=2)=[N+](C)C)C.F[P-](F)(F)(F)(F)F.[C:25]([NH:29][C:30]1[CH:35]=[C:34]([C:36]2[CH:41]=[CH:40][CH:39]=[CH:38][CH:37]=2)[N:33]=[C:32]([NH:42][C:43]2[CH:48]=[CH:47][C:46]([C:49]3([C:53]([OH:55])=O)[CH2:52][CH2:51][CH2:50]3)=[CH:45][CH:44]=2)[N:31]=1)([CH3:28])([CH3:27])[CH3:26].CCN(C(C)C)C(C)C.Cl.CNOC. Product: [CH3:4][O:8][N:9]([CH3:10])[C:53]([C:49]1([C:46]2[CH:45]=[CH:44][C:43]([NH:42][C:32]3[N:31]=[C:30]([NH:29][C:25]([CH3:27])([CH3:26])[CH3:28])[CH:35]=[C:34]([C:36]4[CH:37]=[CH:38][CH:39]=[CH:40][CH:41]=4)[N:33]=3)=[CH:48][CH:47]=2)[CH2:52][CH2:51][CH2:50]1)=[O:55]. The catalyst class is: 31.